Dataset: Catalyst prediction with 721,799 reactions and 888 catalyst types from USPTO. Task: Predict which catalyst facilitates the given reaction. (1) Reactant: [CH2:1]([N:4]([C:6]([CH3:13])([CH3:12])[C:7]([O:9][CH2:10][CH3:11])=[O:8])[NH2:5])[CH:2]=[CH2:3].[CH2:14]([N:21]=[C:22]=[O:23])[C:15]1[CH:20]=[CH:19][CH:18]=[CH:17][CH:16]=1. Product: [CH2:1]([N:4]([C:6]([CH3:12])([CH3:13])[C:7]([O:9][CH2:10][CH3:11])=[O:8])[NH:5][C:22](=[O:23])[NH:21][CH2:14][C:15]1[CH:20]=[CH:19][CH:18]=[CH:17][CH:16]=1)[CH:2]=[CH2:3]. The catalyst class is: 56. (2) Reactant: [Cl:1][C:2]1[CH:3]=[CH:4][C:5]([CH2:11][C:12]([O:14]CC)=[O:13])=[C:6]([CH:10]=1)[C:7]([OH:9])=[O:8].[OH-].[Na+]. Product: [C:12]([CH2:11][C:5]1[CH:4]=[CH:3][C:2]([Cl:1])=[CH:10][C:6]=1[C:7]([OH:9])=[O:8])([OH:14])=[O:13]. The catalyst class is: 1. (3) Reactant: [C:1]([O:5][C:6]([NH:8][C@H:9]1[CH2:13][CH2:12][CH2:11][C@@H:10]1[C:14](O)=[O:15])=[O:7])([CH3:4])([CH3:3])[CH3:2].C(N(CC)CC)C.ClC(OCC)=O.[BH4-].[Na+].Cl. Product: [OH:15][CH2:14][C@H:10]1[CH2:11][CH2:12][CH2:13][C@@H:9]1[NH:8][C:6](=[O:7])[O:5][C:1]([CH3:3])([CH3:2])[CH3:4]. The catalyst class is: 20. (4) Reactant: [NH2:1][C:2]1[N:6]([CH3:7])[C:5](=[O:8])[C:4]([C:21]2[CH:26]=[CH:25][CH:24]=[C:23](Br)[CH:22]=2)([C:9]2[CH:18]=[CH:17][C:16]3[CH2:15][CH:14]([O:19][CH3:20])[CH2:13][CH2:12][C:11]=3[CH:10]=2)[N:3]=1.[CH3:28][O:29][C:30]1[CH:31]=[C:32](B(O)O)[CH:33]=[CH:34][CH:35]=1.C(=O)([O-])[O-].[K+].[K+].O. Product: [NH2:1][C:2]1[N:6]([CH3:7])[C:5](=[O:8])[C:4]([C:21]2[CH:22]=[C:23]([C:34]3[CH:33]=[CH:32][CH:31]=[C:30]([O:29][CH3:28])[CH:35]=3)[CH:24]=[CH:25][CH:26]=2)([C:9]2[CH:18]=[CH:17][C:16]3[CH2:15][CH:14]([O:19][CH3:20])[CH2:13][CH2:12][C:11]=3[CH:10]=2)[N:3]=1. The catalyst class is: 7. (5) Reactant: Cl[C:2]1[N:3]=[N:4][C:5]([Cl:12])=[CH:6][C:7]=1[O:8][CH2:9][CH2:10][OH:11].[H-].[Li+]. Product: [Cl:12][C:5]1[N:4]=[N:3][C:2]2[O:11][CH2:10][CH2:9][O:8][C:7]=2[CH:6]=1. The catalyst class is: 12. (6) The catalyst class is: 4. Product: [N:1]1([C:20](=[O:22])[CH3:21])[C:10]2[C:5](=[CH:6][CH:7]=[CH:8][CH:9]=2)[CH2:4][CH2:3][CH2:2]1. Reactant: [NH:1]1[C:10]2[C:5](=[CH:6][CH:7]=[CH:8][CH:9]=2)[CH2:4][CH2:3][CH2:2]1.C(N(CC)C(C)C)(C)C.[C:20](Cl)(=[O:22])[CH3:21].